This data is from Full USPTO retrosynthesis dataset with 1.9M reactions from patents (1976-2016). The task is: Predict the reactants needed to synthesize the given product. (1) Given the product [CH2:1]([C:3]1[CH:4]=[C:5]2[C:7]([CH:11]=[CH:12][CH:14]=[N:6]2)=[CH:8][CH:9]=1)[CH3:2], predict the reactants needed to synthesize it. The reactants are: [CH2:1]([C:3]1[CH:4]=[C:5]([CH:7]=[CH:8][CH:9]=1)[NH2:6])[CH3:2].O[CH2:11][CH:12]([CH2:14]O)O.[Na+].[N+](C1C=C(S([O-])(=O)=O)C=CC=1)([O-])=O.OS(O)(=O)=O. (2) Given the product [N+:8]([C:17]1[CH:16]=[C:15]2[C:20](=[CH:19][CH:18]=1)[CH2:12][CH:13]([CH2:21][C:22]([OH:24])=[O:23])[CH2:14]2)([O-:11])=[O:9], predict the reactants needed to synthesize it. The reactants are: C(OC(=O)C)(=O)C.[N+:8]([O-:11])(O)=[O:9].[CH2:12]1[C:20]2[C:15](=[CH:16][CH:17]=[CH:18][CH:19]=2)[CH2:14][CH:13]1[CH2:21][C:22]([OH:24])=[O:23]. (3) The reactants are: [N:1]1[C:9]2[CH2:8][CH2:7][N:6](C(OCC)=O)[CH2:5][C:4]=2[S:3][C:2]=1[C:15]([O:17]CC)=[O:16].[ClH:20]. Given the product [ClH:20].[N:1]1[C:9]2[CH2:8][CH2:7][NH:6][CH2:5][C:4]=2[S:3][C:2]=1[C:15]([OH:17])=[O:16], predict the reactants needed to synthesize it. (4) Given the product [CH3:30][O:29][C:26]1[CH:27]=[CH:28][C:23]([C:22]([N:15]2[C:16]3[C:21](=[CH:20][CH:19]=[CH:18][CH:17]=3)[C@H:12]([N:8]([C:5]3[CH:4]=[CH:3][CH:2]=[CH:7][CH:6]=3)[C:9](=[O:11])[CH3:10])[CH2:13][C@@H:14]2[CH3:32])=[O:31])=[CH:24][CH:25]=1, predict the reactants needed to synthesize it. The reactants are: Cl[C:2]1[CH:7]=[CH:6][C:5]([N:8]([C@H:12]2[C:21]3[C:16](=[CH:17][CH:18]=[CH:19][CH:20]=3)[N:15]([C:22](=[O:31])[C:23]3[CH:28]=[CH:27][C:26]([O:29][CH3:30])=[CH:25][CH:24]=3)[C@@H:14]([CH3:32])[CH2:13]2)[C:9](=[O:11])[CH3:10])=[CH:4][CH:3]=1. (5) Given the product [Cl:28][C:25]1[CH:26]=[CH:27][C:22]([NH:21][C:19](=[O:20])[NH:18][C:15]2[CH:14]=[CH:13][C:12]([N:7]3[CH:6]=[N:5][C:4]4[C:8]3=[N:9][CH:10]=[N:11][C:3]=4[NH:2][C:37]([NH:36][CH2:33][CH2:34][CH3:35])=[O:38])=[CH:17][CH:16]=2)=[CH:23][C:24]=1[C:29]([F:31])([F:32])[F:30], predict the reactants needed to synthesize it. The reactants are: Cl.[NH2:2][C:3]1[N:11]=[CH:10][N:9]=[C:8]2[C:4]=1[N:5]=[CH:6][N:7]2[C:12]1[CH:17]=[CH:16][C:15]([NH:18][C:19]([NH:21][C:22]2[CH:27]=[CH:26][C:25]([Cl:28])=[C:24]([C:29]([F:32])([F:31])[F:30])[CH:23]=2)=[O:20])=[CH:14][CH:13]=1.[CH2:33]([N:36]=[C:37]=[O:38])[CH2:34][CH3:35]. (6) Given the product [Cl:40][C:25]1[CH:24]=[C:23]([NH:22][C:19]2[C:20]3[N:12]([CH2:11][CH2:10][OH:9])[CH:13]=[CH:14][C:15]=3[N:16]=[CH:17][N:18]=2)[CH:39]=[CH:38][C:26]=1[O:27][C:28]1[CH:29]=[C:30]([CH:35]=[CH:36][CH:37]=1)[C:31]([OH:33])=[O:32], predict the reactants needed to synthesize it. The reactants are: C([O:9][CH2:10][CH2:11][N:12]1[C:20]2[C:19](Cl)=[N:18][CH:17]=[N:16][C:15]=2[CH:14]=[CH:13]1)(=O)C1C=CC=CC=1.[NH2:22][C:23]1[CH:39]=[CH:38][C:26]([O:27][C:28]2[CH:29]=[C:30]([CH:35]=[CH:36][CH:37]=2)[C:31]([O:33]C)=[O:32])=[C:25]([Cl:40])[CH:24]=1.C(=O)([O-])O.[Na+]. (7) The reactants are: Cl.Cl.[NH:3]1[C:11]2[C:6](=[CH:7][C:8]([NH:12][C:13]3[C:22]4[C:17](=[CH:18][CH:19]=[C:20]([O:23][CH2:24][CH2:25][N:26]5[CH2:30][CH2:29][CH2:28][CH2:27]5)[CH:21]=4)[N:16]=[C:15]([C:31]4[CH:32]=[C:33]([NH:37][C:38](=[O:42])[CH2:39][CH2:40][CH3:41])[CH:34]=[CH:35][CH:36]=4)[N:14]=3)=[CH:9][CH:10]=2)[CH:5]=[N:4]1. Given the product [NH:3]1[C:11]2[C:6](=[CH:7][C:8]([NH:12][C:13]3[C:22]4[C:17](=[CH:18][CH:19]=[C:20]([O:23][CH2:24][CH2:25][N:26]5[CH2:30][CH2:29][CH2:28][CH2:27]5)[CH:21]=4)[N:16]=[C:15]([C:31]4[CH:32]=[C:33]([NH:37][C:38](=[O:42])[CH2:39][CH2:40][CH3:41])[CH:34]=[CH:35][CH:36]=4)[N:14]=3)=[CH:9][CH:10]=2)[CH:5]=[N:4]1, predict the reactants needed to synthesize it. (8) Given the product [Cl:1][C:2]1[N:3]=[C:4]([F:10])[C:5]([CH2:6][N:15]2[CH2:20][CH2:19][S:18](=[O:22])(=[O:21])[CH2:17][CH2:16]2)=[CH:8][CH:9]=1, predict the reactants needed to synthesize it. The reactants are: [Cl:1][C:2]1[CH:9]=[CH:8][C:5]([CH:6]=O)=[C:4]([F:10])[N:3]=1.ClC(Cl)C.[NH:15]1[CH2:20][CH2:19][S:18](=[O:22])(=[O:21])[CH2:17][CH2:16]1.C(O[BH-](OC(=O)C)OC(=O)C)(=O)C.[Na+].C(=O)(O)[O-].[Na+]. (9) Given the product [F:23][C:24]1[CH:32]=[C:31]([F:33])[CH:30]=[CH:29][C:25]=1[C:26]([NH:22][C:9]1[CH:10]=[CH:11][C:12]([O:13][CH2:14][CH2:15][N:16]2[CH2:21][CH2:20][O:19][CH2:18][CH2:17]2)=[C:7]([C:6]2[N:2]([CH3:1])[N:3]=[CH:4][CH:5]=2)[CH:8]=1)=[O:27], predict the reactants needed to synthesize it. The reactants are: [CH3:1][N:2]1[C:6]([C:7]2[CH:8]=[C:9]([NH2:22])[CH:10]=[CH:11][C:12]=2[O:13][CH2:14][CH2:15][N:16]2[CH2:21][CH2:20][O:19][CH2:18][CH2:17]2)=[CH:5][CH:4]=[N:3]1.[F:23][C:24]1[CH:32]=[C:31]([F:33])[CH:30]=[CH:29][C:25]=1[C:26](Cl)=[O:27].C(N(CC)CC)C. (10) Given the product [Cl:34][C:35]([N:5]1[CH2:4][CH:3]([CH2:1][CH3:2])[O:8][C:7]2[CH:9]=[C:10]([C:13]3[CH:14]=[CH:15][C:16]([O:19][CH2:20][C:21]([CH3:26])([CH3:27])[C:22]([O:24][CH3:25])=[O:23])=[N:17][CH:18]=3)[CH:11]=[CH:12][C:6]1=2)=[O:37], predict the reactants needed to synthesize it. The reactants are: [CH2:1]([CH:3]1[O:8][C:7]2[CH:9]=[C:10]([C:13]3[CH:14]=[CH:15][C:16]([O:19][CH2:20][C:21]([CH3:27])([CH3:26])[C:22]([O:24][CH3:25])=[O:23])=[N:17][CH:18]=3)[CH:11]=[CH:12][C:6]=2[NH:5][CH2:4]1)[CH3:2].N1C=CC=CC=1.[Cl:34][C:35](Cl)([O:37]C(=O)OC(Cl)(Cl)Cl)Cl.